This data is from Reaction yield outcomes from USPTO patents with 853,638 reactions. The task is: Predict the reaction yield, written as a fraction of the theoretical maximum amount of product (1.0 means a 100% yield; for example, 0.34 means a 34% yield). (1) The reactants are FC(F)(F)C1C=C[C:6]([OH:9])=[CH:5][CH:4]=1.BrBr.[Br:14][C:15]1[CH:20]=[C:19]([C:21]([F:24])([F:23])[F:22])[CH:18]=[CH:17][C:16]=1[OH:25].[H-].[Na+].C(Br)C=C.C(OCC=C)C=C.C(C1C=C(C(F)(F)F)C=C(Br)C=1O)C=C.ClC1C=C(C=CC=1)C(OO)=O.C(=O)([O-])[O-].[K+].[K+]. The catalyst is C(Cl)(Cl)(Cl)Cl.C1(C)C=C(C)C=C(C)C=1. The product is [Br:14][C:15]1[C:16]2[O:25][CH:5]([CH2:6][OH:9])[CH2:4][C:17]=2[CH:18]=[C:19]([C:21]([F:23])([F:24])[F:22])[CH:20]=1. The yield is 0.910. (2) The reactants are [Si:1]([O:8][NH2:9])([C:4]([CH3:7])([CH3:6])[CH3:5])([CH3:3])[CH3:2].C(N(CC)CC)C.[C:17]([C:20]1[CH:25]=[CH:24][C:23]([S:26](Cl)(=[O:28])=[O:27])=[CH:22][CH:21]=1)(=[O:19])[CH3:18].O. The catalyst is C1COCC1. The product is [C:17]([C:20]1[CH:21]=[CH:22][C:23]([S:26]([NH:9][O:8][Si:1]([C:4]([CH3:7])([CH3:6])[CH3:5])([CH3:3])[CH3:2])(=[O:28])=[O:27])=[CH:24][CH:25]=1)(=[O:19])[CH3:18]. The yield is 0.768.